Dataset: Tyrosyl-DNA phosphodiesterase HTS with 341,365 compounds. Task: Binary Classification. Given a drug SMILES string, predict its activity (active/inactive) in a high-throughput screening assay against a specified biological target. (1) The compound is s1cc(nc1/C(=C\c1ccc(cc1)C)C#N)c1cc2c3c(ccc2oc1=O)cccc3. The result is 0 (inactive). (2) The drug is O=c1n(ncc2c(n(c(c12)C)Cc1ccc(cc1)C)C)CC(=O)NCCOC. The result is 0 (inactive). (3) The molecule is s1c2c3OC(N)=C(C(c3c(=O)[nH]c2nc1NCC)c1ccc(cc1)C)C#N. The result is 0 (inactive). (4) The molecule is O(c1c(C(NC(=O)c2oc(cc2)C)C)cccc1)C. The result is 0 (inactive).